From a dataset of Reaction yield outcomes from USPTO patents with 853,638 reactions. Predict the reaction yield, written as a fraction of the theoretical maximum amount of product (1.0 means a 100% yield; for example, 0.34 means a 34% yield). The product is [CH:1]1([O:7][CH:8]2[CH2:13][CH2:12][N:11]([C:14]([O:16][C:17]([CH3:20])([CH3:19])[CH3:18])=[O:15])[CH2:10][CH2:9]2)[CH2:6][CH2:5][CH2:4][CH2:3][CH2:2]1. The reactants are [CH:1]1([O:7][CH:8]2[CH2:13][CH2:12][N:11]([C:14]([O:16][C:17]([CH3:20])([CH3:19])[CH3:18])=[O:15])[CH2:10][CH2:9]2)[CH2:6][CH2:5][CH2:4][CH:3]=[CH:2]1. The catalyst is [C].[Pd].C(O)C. The yield is 0.580.